Dataset: Full USPTO retrosynthesis dataset with 1.9M reactions from patents (1976-2016). Task: Predict the reactants needed to synthesize the given product. (1) Given the product [Br:7][C:8]1[CH:9]=[CH:10][C:11]([O:12][CH2:13][C:14]([N:19]2[CH2:23][CH2:22][CH2:21][CH2:20]2)=[O:16])=[CH:17][CH:18]=1, predict the reactants needed to synthesize it. The reactants are: C(Cl)(=O)C(Cl)=O.[Br:7][C:8]1[CH:18]=[CH:17][C:11]([O:12][CH2:13][C:14]([OH:16])=O)=[CH:10][CH:9]=1.[NH:19]1[CH2:23][CH2:22][CH2:21][CH2:20]1. (2) Given the product [F:1][C:2]([F:20])([F:19])[O:3][C:4]1[CH:9]=[CH:8][C:7]([N:10]2[CH2:15][CH2:14][N:13]([C:16]([O:42][CH2:41][C:40]([OH:44])([CH3:43])[CH2:39][N:32]3[CH:33]=[C:34]([N+:36]([O-:38])=[O:37])[N:35]=[C:31]3[Cl:30])=[O:17])[CH2:12][CH2:11]2)=[CH:6][CH:5]=1, predict the reactants needed to synthesize it. The reactants are: [F:1][C:2]([F:20])([F:19])[O:3][C:4]1[CH:9]=[CH:8][C:7]([N:10]2[CH2:15][CH2:14][N:13]([C:16](Cl)=[O:17])[CH2:12][CH2:11]2)=[CH:6][CH:5]=1.C(N(CC)C(C)C)(C)C.[Cl:30][C:31]1[N:32]([CH2:39][C:40]([OH:44])([CH3:43])[CH2:41][OH:42])[CH:33]=[C:34]([N+:36]([O-:38])=[O:37])[N:35]=1. (3) Given the product [F:20][C:2]1[CH:19]=[CH:18][C:5]([C:6]([NH:8][CH:9]2[CH2:17][C:16]3[C:11](=[CH:12][CH:13]=[CH:14][C:15]=3[C:27]3[CH:26]=[CH:25][CH:24]=[C:23]([C:22]([F:33])([F:32])[F:21])[CH:28]=3)[CH2:10]2)=[O:7])=[CH:4][CH:3]=1, predict the reactants needed to synthesize it. The reactants are: Br[C:2]1([F:20])[CH:19]=[CH:18][C:5]([C:6]([NH:8][CH:9]2[CH2:17][C:16]3[C:11](=[CH:12][CH:13]=[CH:14][CH:15]=3)[CH2:10]2)=[O:7])=[CH:4][CH2:3]1.[F:21][C:22]([F:33])([F:32])[C:23]1[CH:24]=[C:25](B(O)O)[CH:26]=[CH:27][CH:28]=1.O.O.O.O.O.O.O.O.[OH-].[Ba+2].[OH-].O. (4) Given the product [CH2:30]([NH:29][C:28]([N:27]=[S:25]([C:22]1[CH:23]=[CH:24][C:19]([NH:18][C:2]2[N:7]=[C:6]([NH:8][C@H:9]([CH3:12])[CH2:10][OH:11])[C:5]([C:13]3[S:14][CH:15]=[CH:16][CH:17]=3)=[CH:4][N:3]=2)=[CH:20][CH:21]=1)([CH3:38])=[O:26])=[O:37])[C:31]1[CH:36]=[CH:35][CH:34]=[CH:33][CH:32]=1, predict the reactants needed to synthesize it. The reactants are: Cl[C:2]1[N:7]=[C:6]([NH:8][C@H:9]([CH3:12])[CH2:10][OH:11])[C:5]([C:13]2[S:14][CH:15]=[CH:16][CH:17]=2)=[CH:4][N:3]=1.[NH2:18][C:19]1[CH:24]=[CH:23][C:22]([S:25]([CH3:38])(=[N:27][C:28](=[O:37])[NH:29][CH2:30][C:31]2[CH:36]=[CH:35][CH:34]=[CH:33][CH:32]=2)=[O:26])=[CH:21][CH:20]=1. (5) Given the product [C:1]([NH:15][CH2:16][CH2:17][CH2:18][CH2:19][CH2:20][CH2:21][NH2:22])([O:2][C:3]([CH3:4])([CH3:8])[CH3:23])=[O:14], predict the reactants needed to synthesize it. The reactants are: [C:1](=[O:14])([O-])[O:2][C:3]1[CH:8]=CC=C[C:4]=1C(C)(C)C.[NH2:15][CH2:16][CH2:17][CH2:18][CH2:19][CH2:20][CH2:21][NH2:22].[CH2:23](O)C.